Dataset: Full USPTO retrosynthesis dataset with 1.9M reactions from patents (1976-2016). Task: Predict the reactants needed to synthesize the given product. Given the product [CH3:15][S:16]([O:7][CH:4]1[CH2:5][CH2:6][O:1][CH2:2][CH2:3]1)(=[O:18])=[O:17], predict the reactants needed to synthesize it. The reactants are: [O:1]1[CH2:6][CH2:5][CH:4]([OH:7])[CH2:3][CH2:2]1.CCN(CC)CC.[CH3:15][S:16](Cl)(=[O:18])=[O:17].